From a dataset of Full USPTO retrosynthesis dataset with 1.9M reactions from patents (1976-2016). Predict the reactants needed to synthesize the given product. The reactants are: [C:1]1([C:7]2S[CH:9]=[C:10]([C:12]3[CH:13]=[CH:14][C:15]4[O:20][CH2:19][C:18](=[O:21])[NH:17][C:16]=4[CH:22]=3)[N:11]=2)[CH:6]=[CH:5][CH:4]=[CH:3][CH:2]=1.C[O:24]C1C=CC(P2(SP(C3C=CC(OC)=CC=3)(=S)S2)=S)=CC=1. Given the product [C:1]1([C:7]2[O:24][CH:9]=[C:10]([C:12]3[CH:13]=[CH:14][C:15]4[O:20][CH2:19][C:18](=[O:21])[NH:17][C:16]=4[CH:22]=3)[N:11]=2)[CH:6]=[CH:5][CH:4]=[CH:3][CH:2]=1, predict the reactants needed to synthesize it.